Dataset: Full USPTO retrosynthesis dataset with 1.9M reactions from patents (1976-2016). Task: Predict the reactants needed to synthesize the given product. Given the product [CH3:1][O:2][C:3](=[O:12])/[CH:4]=[CH:5]/[C:6]1[S:7][C:8]([C:17]2[CH:18]=[CH:19][N:20]=[C:15]([S:14][CH3:13])[N:16]=2)=[CH:9][CH:10]=1, predict the reactants needed to synthesize it. The reactants are: [CH3:1][O:2][C:3](=[O:12])/[CH:4]=[CH:5]/[C:6]1[S:7][C:8](Br)=[CH:9][CH:10]=1.[CH3:13][S:14][C:15]1[N:20]=[C:19]([Sn](CCCC)(CCCC)CCCC)[CH:18]=[CH:17][N:16]=1.